Dataset: Forward reaction prediction with 1.9M reactions from USPTO patents (1976-2016). Task: Predict the product of the given reaction. (1) The product is: [O:32]=[C:23]1[C:24]2[C:29](=[CH:28][CH:27]=[CH:26][CH:25]=2)[C:30](=[O:31])[N:22]1[C:11]1[S:12][CH:13]=[C:14]([C:15]2[CH:16]=[CH:17][C:18]([CH3:21])=[CH:19][CH:20]=2)[C:10]=1[C:8]([OH:9])=[O:7]. Given the reactants [OH-].[Na+].CO.C([O:7][C:8]([C:10]1[C:14]([C:15]2[CH:20]=[CH:19][C:18]([CH3:21])=[CH:17][CH:16]=2)=[CH:13][S:12][C:11]=1[N:22]1[C:30](=[O:31])[C:29]2[C:24](=[CH:25][CH:26]=[CH:27][CH:28]=2)[C:23]1=[O:32])=[O:9])C.Cl, predict the reaction product. (2) Given the reactants [NH:1]([CH2:3][CH2:4][C:5]#[N:6])[NH2:2].[C:7]1(=O)[CH2:10][CH2:9][CH2:8]1.CC(C)([O-])C.[Na+], predict the reaction product. The product is: [CH:7]1([N:2]2[C:5]([NH2:6])=[CH:4][CH:3]=[N:1]2)[CH2:10][CH2:9][CH2:8]1. (3) Given the reactants [CH2:1]([O:8][C:9]1[C:18](=[O:19])[N:17]2[C:12]([C:13]([CH3:21])([CH3:20])[O:14][CH2:15][CH2:16]2)=[N:11][C:10]=1[C:22](O)=[O:23])[C:2]1[CH:7]=[CH:6][CH:5]=[CH:4][CH:3]=1.[NH2:25][CH2:26][C:27]1[CH:32]=[CH:31][C:30]([F:33])=[CH:29][C:28]=1[NH:34][C:35]1[S:36][C:37]([CH3:40])=[N:38][N:39]=1, predict the reaction product. The product is: [F:33][C:30]1[CH:31]=[CH:32][C:27]([CH2:26][NH:25][C:22]([C:10]2[N:11]=[C:12]3[N:17]([C:18](=[O:19])[C:9]=2[O:8][CH2:1][C:2]2[CH:7]=[CH:6][CH:5]=[CH:4][CH:3]=2)[CH2:16][CH2:15][O:14][C:13]3([CH3:21])[CH3:20])=[O:23])=[C:28]([NH:34][C:35]2[S:36][C:37]([CH3:40])=[N:38][N:39]=2)[CH:29]=1. (4) Given the reactants Cl[C:2]1[N:9]=[CH:8][CH:7]=[CH:6][C:3]=1[CH:4]=O.[CH3:10][O:11][C:12](=[O:15])[CH2:13][SH:14].C([O-])([O-])=O.[K+].[K+], predict the reaction product. The product is: [S:14]1[C:2]2=[N:9][CH:8]=[CH:7][CH:6]=[C:3]2[CH:4]=[C:13]1[C:12]([O:11][CH3:10])=[O:15].